From a dataset of Reaction yield outcomes from USPTO patents with 853,638 reactions. Predict the reaction yield, written as a fraction of the theoretical maximum amount of product (1.0 means a 100% yield; for example, 0.34 means a 34% yield). (1) The catalyst is C(#N)C. The yield is 0.600. The product is [NH2:26][C@:27]1([C:44]([OH:45])=[O:1])[C@@H:31]([CH2:32][CH2:33][CH2:34][B:35]([OH:36])[OH:39])[CH2:30][N:29]([CH2:17][CH2:15][N:12]2[CH2:9][CH2:11][CH2:14][CH2:13]2)[CH2:28]1. The reactants are [OH:1]CCN1CCCC1.[CH:9]([N:12]([CH:15]([CH3:17])C)[CH2:13][CH3:14])([CH3:11])C.CS(Cl)(=O)=O.C([NH:26][C@:27]1([C:44](NC(C)(C)C)=[O:45])[C@@H:31]([CH2:32][CH2:33][CH2:34][B:35]2[O:39]C(C)(C)C(C)(C)[O:36]2)[CH2:30][NH:29][CH2:28]1)(=O)C. (2) The reactants are [CH3:1][NH:2][S:3]([CH2:6][CH2:7][C:8]1[CH:13]=[CH:12][C:11]([NH2:14])=[C:10]([C:15]2[CH2:20][CH2:19][CH2:18][CH2:17][CH:16]=2)[CH:9]=1)(=[O:5])=[O:4].C1CN([P+](Br)(N2CCCC2)N2CCCC2)CC1.F[P-](F)(F)(F)(F)F.[K+].[C:46]([C:48]1[N:49]=[C:50]([C:61]([O-])=[O:62])[N:51]([CH2:53][O:54][CH2:55][CH2:56][Si:57]([CH3:60])([CH3:59])[CH3:58])[CH:52]=1)#[N:47].CCN(C(C)C)C(C)C. The catalyst is C(Cl)Cl. The product is [C:15]1([C:10]2[CH:9]=[C:8]([CH2:7][CH2:6][S:3](=[O:4])(=[O:5])[NH:2][CH3:1])[CH:13]=[CH:12][C:11]=2[NH:14][C:61]([C:50]2[N:51]([CH2:53][O:54][CH2:55][CH2:56][Si:57]([CH3:60])([CH3:59])[CH3:58])[CH:52]=[C:48]([C:46]#[N:47])[N:49]=2)=[O:62])[CH2:20][CH2:19][CH2:18][CH2:17][CH:16]=1. The yield is 0.710. (3) The reactants are [CH3:1][O:2][C:3](=[O:40])[NH:4][CH:5]([C:9]([N:11]1[CH2:15][CH2:14][CH2:13][CH:12]1[C:16](=[O:39])[NH:17][C:18]1[CH:23]=[CH:22][C:21]([C:24]2[CH:29]=[CH:28][C:27](B3OC(C)(C)C(C)(C)O3)=[CH:26][CH:25]=2)=[CH:20][CH:19]=1)=[O:10])[CH:6]([CH3:8])[CH3:7].[CH3:41][O:42][C:43](=[O:68])[NH:44][CH:45]([C:49]([N:51]1[CH2:55][CH2:54][CH2:53][CH:52]1[C:56]1[NH:57][C:58]([C:61]2[CH:66]=[CH:65][C:64](Br)=[CH:63][CH:62]=2)=[CH:59][N:60]=1)=[O:50])[CH:46]([CH3:48])[CH3:47].C(=O)([O-])[O-].[K+].[K+]. The catalyst is COCCOC.C1C=CC([P]([Pd]([P](C2C=CC=CC=2)(C2C=CC=CC=2)C2C=CC=CC=2)([P](C2C=CC=CC=2)(C2C=CC=CC=2)C2C=CC=CC=2)[P](C2C=CC=CC=2)(C2C=CC=CC=2)C2C=CC=CC=2)(C2C=CC=CC=2)C2C=CC=CC=2)=CC=1. The product is [CH3:1][O:2][C:3](=[O:40])[NH:4][CH:5]([C:9]([N:11]1[CH2:15][CH2:14][CH2:13][CH:12]1[C:16](=[O:39])[NH:17][C:18]1[CH:19]=[CH:20][C:21]([C:24]2[CH:25]=[CH:26][C:27]([C:64]3[CH:65]=[CH:66][C:61]([C:58]4[NH:57][C:56]([CH:52]5[CH2:53][CH2:54][CH2:55][N:51]5[C:49](=[O:50])[CH:45]([NH:44][C:43]([O:42][CH3:41])=[O:68])[CH:46]([CH3:48])[CH3:47])=[N:60][CH:59]=4)=[CH:62][CH:63]=3)=[CH:28][CH:29]=2)=[CH:22][CH:23]=1)=[O:10])[CH:6]([CH3:8])[CH3:7]. The yield is 0.270. (4) The reactants are [NH2:1][C:2]1[CH:3]=[CH:4][CH:5]=[C:6]2[C:11]=1[N:10]=[CH:9][CH:8]=[CH:7]2.[CH3:12][C:13]1[C:18]([Cl:19])=[CH:17][CH:16]=[CH:15][C:14]=1[S:20](Cl)(=[O:22])=[O:21]. The catalyst is CN(C1C=CN=CC=1)C. The product is [Cl:19][C:18]1[C:13]([CH3:12])=[C:14]([S:20]([NH:1][C:2]2[CH:3]=[CH:4][CH:5]=[C:6]3[C:11]=2[N:10]=[CH:9][CH:8]=[CH:7]3)(=[O:22])=[O:21])[CH:15]=[CH:16][CH:17]=1. The yield is 0.650. (5) The reactants are [CH2:1]([O:8][CH2:9][CH2:10][CH2:11][CH2:12][CH2:13][CH2:14][CH2:15][CH2:16]O)[C:2]1[CH:7]=[CH:6][CH:5]=[CH:4][CH:3]=1.C(Br)(Br)(Br)[Br:19].C1C=CC(P(C2C=CC=CC=2)C2C=CC=CC=2)=CC=1. The catalyst is C(Cl)Cl. The product is [Br:19][CH2:16][CH2:15][CH2:14][CH2:13][CH2:12][CH2:11][CH2:10][CH2:9][O:8][CH2:1][C:2]1[CH:7]=[CH:6][CH:5]=[CH:4][CH:3]=1. The yield is 0.890.